This data is from Full USPTO retrosynthesis dataset with 1.9M reactions from patents (1976-2016). The task is: Predict the reactants needed to synthesize the given product. (1) Given the product [Br:1][C:2]1[CH:3]=[CH:4][C:5]2[S:9][CH:8]=[C:7]([CH:11]=[O:12])[C:6]=2[CH:10]=1, predict the reactants needed to synthesize it. The reactants are: [Br:1][C:2]1[CH:3]=[CH:4][C:5]2[S:9][CH:8]=[CH:7][C:6]=2[CH:10]=1.[CH3:11][O:12]C(Cl)Cl.C([O-])(O)=O.[Na+]. (2) Given the product [CH3:1][C:2]1[N:3]=[CH:4][N:5]([C:7]2[CH:8]=[C:9]([CH:14]=[CH:15][N:16]=2)[C:10]([OH:12])=[O:11])[CH:6]=1, predict the reactants needed to synthesize it. The reactants are: [CH3:1][C:2]1[N:3]=[CH:4][N:5]([C:7]2[CH:8]=[C:9]([CH:14]=[CH:15][N:16]=2)[C:10]([O:12]C)=[O:11])[CH:6]=1.[OH-].[Na+].Cl. (3) Given the product [OH:17][C:16]1[C:15]([OH:18])=[C:14]([OH:19])[C:13]([CH2:21][N:26]2[CH2:27][CH2:28][CH:24]([OH:23])[CH2:25]2)=[C:12]2[C:11]=1[C:9](=[O:10])[CH:8]=[C:7]([C:4]1[CH:3]=[CH:2][CH:1]=[CH:6][CH:5]=1)[O:20]2, predict the reactants needed to synthesize it. The reactants are: [CH:1]1[CH:2]=[CH:3][C:4]([C:7]2[O:20][C:12]3=[CH:13][C:14]([OH:19])=[C:15]([OH:18])[C:16]([OH:17])=[C:11]3[C:9](=[O:10])[CH:8]=2)=[CH:5][CH:6]=1.[CH2:21]=O.[OH:23][CH:24]1[CH2:28][CH2:27][NH:26][CH2:25]1.